This data is from Catalyst prediction with 721,799 reactions and 888 catalyst types from USPTO. The task is: Predict which catalyst facilitates the given reaction. (1) Reactant: CCN(C(C)C)C(C)C.[CH3:10][C:11]([CH3:15])=[CH:12][CH2:13]Br.[CH3:16][N:17]1[C:25]2[N:24]=[C:23]([Br:26])[NH:22][C:21]=2[C:20](=[O:27])[NH:19][C:18]1=[O:28]. Product: [CH3:16][N:17]1[C:25]2[N:24]=[C:23]([Br:26])[N:22]([CH2:13][CH:12]=[C:11]([CH3:15])[CH3:10])[C:21]=2[C:20](=[O:27])[NH:19][C:18]1=[O:28]. The catalyst class is: 35. (2) Reactant: [Br-:1].[Br-].[Br-].C([N+](CCCC)(CCCC)CCCC)CCC.C([N+](CCCC)(CCCC)CCCC)CCC.C([N+](CCCC)(CCCC)CCCC)CCC.[F:55][C:56]([F:66])([F:65])[CH2:57][C:58]1[CH:63]=[CH:62][CH:61]=[CH:60][C:59]=1[OH:64].S([O-])([O-])(=O)=S.[Na+].[Na+]. Product: [Br:1][C:62]1[CH:61]=[CH:60][C:59]([OH:64])=[C:58]([CH2:57][C:56]([F:65])([F:66])[F:55])[CH:63]=1. The catalyst class is: 22. (3) The catalyst class is: 8. Reactant: [NH:1]1[CH2:6][CH2:5][CH:4]([C:7]2[CH:15]=[CH:14][CH:13]=[C:12]3[C:8]=2[CH2:9][C:10](=[O:16])[NH:11]3)[CH2:3][CH2:2]1.[CH3:17][C:18]1[C:22]([C:23]([N:25]2[CH2:30][CH2:29][O:28][CH2:27][CH2:26]2)=[O:24])=[CH:21][NH:20][C:19]=1[CH:31]=O. Product: [CH3:17][C:18]1[C:22]([C:23]([N:25]2[CH2:26][CH2:27][O:28][CH2:29][CH2:30]2)=[O:24])=[CH:21][NH:20][C:19]=1[CH:31]=[C:9]1[C:8]2[C:12](=[CH:13][CH:14]=[CH:15][C:7]=2[CH:4]2[CH2:3][CH2:2][NH:1][CH2:6][CH2:5]2)[NH:11][C:10]1=[O:16]. (4) Reactant: C(O[CH:4]=[C:5]([C:8]#[N:9])[C:6]#[N:7])C.[NH:10]([CH2:12][CH2:13][OH:14])[NH2:11]. Product: [NH2:9][C:8]1[N:10]([CH2:12][CH2:13][OH:14])[N:11]=[CH:4][C:5]=1[C:6]#[N:7]. The catalyst class is: 8. (5) Reactant: Cl.Cl.[CH:3]1([NH:6][C:7]2[C:16]([C:17]3[CH2:18][CH2:19][NH:20][CH2:21][CH:22]=3)=[N:15][C:14]3[C:9](=[CH:10][CH:11]=[C:12]([C:23]#[N:24])[CH:13]=3)[N:8]=2)[CH2:5][CH2:4]1. Product: [CH:3]1([NH:6][C:7]2[C:16]([CH:17]3[CH2:22][CH2:21][NH:20][CH2:19][CH2:18]3)=[N:15][C:14]3[C:9](=[CH:10][CH:11]=[C:12]([C:23]#[N:24])[CH:13]=3)[N:8]=2)[CH2:5][CH2:4]1. The catalyst class is: 43.